Task: Binary Classification. Given a T-cell receptor sequence (or CDR3 region) and an epitope sequence, predict whether binding occurs between them.. Dataset: TCR-epitope binding with 47,182 pairs between 192 epitopes and 23,139 TCRs (1) The epitope is FPRPWLHGL. The TCR CDR3 sequence is CASSPEPLALERVEQETQYF. Result: 0 (the TCR does not bind to the epitope). (2) The TCR CDR3 sequence is CASSRDGYFMEETQYF. Result: 0 (the TCR does not bind to the epitope). The epitope is FLRGRAYGL. (3) The epitope is HSKKKCDEL. The TCR CDR3 sequence is CSARNYLKTNEQFF. Result: 0 (the TCR does not bind to the epitope). (4) The epitope is VLWAHGFEL. The TCR CDR3 sequence is CASSQRLAGGTGELFF. Result: 1 (the TCR binds to the epitope). (5) The epitope is ILHCANFNV. The TCR CDR3 sequence is CASSLGGGELFF. Result: 1 (the TCR binds to the epitope).